From a dataset of Full USPTO retrosynthesis dataset with 1.9M reactions from patents (1976-2016). Predict the reactants needed to synthesize the given product. (1) Given the product [CH3:1][S:2]([C:5]1[CH:10]=[CH:9][CH:8]=[CH:7][C:6]=1[C:11]1[C:20]([CH:21]([N:28]2[C:24](=[O:34])[C:25]3[C:26](=[CH:30][CH:31]=[CH:32][CH:33]=3)[C:27]2=[O:29])[CH3:22])=[CH:19][C:18]2[C:13](=[CH:14][CH:15]=[CH:16][N:17]=2)[N:12]=1)(=[O:3])=[O:4], predict the reactants needed to synthesize it. The reactants are: [CH3:1][S:2]([C:5]1[CH:10]=[CH:9][CH:8]=[CH:7][C:6]=1[C:11]1[C:20]([CH:21](O)[CH3:22])=[CH:19][C:18]2[C:13](=[CH:14][CH:15]=[CH:16][N:17]=2)[N:12]=1)(=[O:4])=[O:3].[C:24]1(=[O:34])[NH:28][C:27](=[O:29])[C:26]2=[CH:30][CH:31]=[CH:32][CH:33]=[C:25]12.N(C(OC(C)C)=O)=NC(OC(C)C)=O.O. (2) Given the product [CH3:23][O:24][C:25]1[C:30]([CH2:31][CH:32]=[C:33]([CH3:34])[CH3:35])=[C:29]([OH:36])[CH:28]=[CH:27][C:26]=1[CH:37]=[CH:38][C:39]([C:41]1[CH:46]=[CH:45][C:44]([OH:47])=[CH:43][CH:42]=1)=[O:40].[CH3:34][C:33]([CH3:35])=[CH:32][CH2:31][C:30]1[C:25]([O:24][CH3:23])=[C:26](/[CH:37]=[CH:38]/[C:39]([C:41]2[CH:42]=[CH:43][C:44]([OH:47])=[CH:45][CH:46]=2)=[O:40])[CH:27]=[CH:28][C:29]=1[OH:36], predict the reactants needed to synthesize it. The reactants are: COC1C(CC=C(C)C)=C(OC2CCCCO2)C=CC=1C=O.[CH3:23][O:24][C:25]1[C:30]([CH2:31][CH:32]=[C:33]([CH3:35])[CH3:34])=[C:29]([OH:36])[CH:28]=[CH:27][C:26]=1[CH:37]=[CH:38][C:39]([C:41]1[CH:46]=[CH:45][C:44]([OH:47])=[CH:43][CH:42]=1)=[O:40]. (3) Given the product [NH2:2][C:44](=[O:46])[CH2:43][N:40]1[C:41]2[C:36](=[N:35][CH:34]=[C:33]([CH2:32][C:29]3[CH:28]=[CH:27][C:26]([F:25])=[CH:31][CH:30]=3)[CH:42]=2)[C:37]([OH:55])=[C:38]([C:48]([NH:50][CH2:51][CH2:52][O:53][CH3:54])=[O:49])[C:39]1=[O:47], predict the reactants needed to synthesize it. The reactants are: C[N:2](C(ON1N=NC2C=CC=NC1=2)=[N+](C)C)C.F[P-](F)(F)(F)(F)F.[F:25][C:26]1[CH:31]=[CH:30][C:29]([CH2:32][C:33]2[CH:42]=[C:41]3[C:36]([C:37]([OH:55])=[C:38]([C:48]([NH:50][CH2:51][CH2:52][O:53][CH3:54])=[O:49])[C:39](=[O:47])[N:40]3[CH2:43][C:44]([OH:46])=O)=[N:35][CH:34]=2)=[CH:28][CH:27]=1.[OH-].[NH4+]. (4) Given the product [CH:1]1([N:4]([S:19]([C:22]2[CH:27]=[CH:26][CH:25]=[C:24]([C:28]([F:31])([F:29])[F:30])[CH:23]=2)(=[O:20])=[O:21])[CH:5]2[CH2:10][CH2:9][CH2:8][N:7]([CH2:11][C:12]([NH:14][C:15]3[CH:41]=[CH:42][C:46]([F:47])=[CH:17][CH:16]=3)=[O:13])[CH2:6]2)[CH2:2][CH2:3]1, predict the reactants needed to synthesize it. The reactants are: [CH:1]1([N:4]([S:19]([C:22]2[CH:27]=[CH:26][CH:25]=[C:24]([C:28]([F:31])([F:30])[F:29])[CH:23]=2)(=[O:21])=[O:20])[CH:5]2[CH2:10][CH2:9][CH2:8][N:7]([CH2:11][C:12]([NH:14][CH2:15][CH:16](C)[CH3:17])=[O:13])[CH2:6]2)[CH2:3][CH2:2]1.Cl.C1(N(C2CCCNC2)S(C2C=CC=[C:42]([C:46](F)(F)[F:47])[CH:41]=2)(=O)=O)CC1.C([O-])([O-])=O.[K+].[K+]. (5) Given the product [Br:1][C:2]1[CH:7]=[C:6]([C:8]([F:9])([F:10])[F:11])[CH:5]=[CH:4][C:3]=1[C:12]1[C:21]2[C:16](=[CH:17][C:18]([S:22]([NH:25][C:26]3[S:30][N:29]=[CH:28][N:27]=3)(=[O:23])=[O:24])=[CH:19][CH:20]=2)[CH:15]=[CH:14][N:13]=1, predict the reactants needed to synthesize it. The reactants are: [Br:1][C:2]1[CH:7]=[C:6]([C:8]([F:11])([F:10])[F:9])[CH:5]=[CH:4][C:3]=1[C:12]1[C:21]2[C:16](=[CH:17][C:18]([S:22]([N:25](CC3C=CC(OC)=CC=3)[C:26]3[S:30][N:29]=[CH:28][N:27]=3)(=[O:24])=[O:23])=[CH:19][CH:20]=2)[CH:15]=[CH:14][N:13]=1.C(O)(C(F)(F)F)=O. (6) The reactants are: [N:1]1[CH:6]=[CH:5][CH:4]=[C:3]([C:7]2[S:8][C:9]([C:16]([OH:18])=O)=[C:10]([C:12]([F:15])([F:14])[F:13])[N:11]=2)[CH:2]=1.S(Cl)(Cl)=O.[S:23]1[CH2:26][CH:25]([NH2:27])[CH2:24]1.Br.C(N(CC)CC)C. Given the product [S:23]1[CH2:26][CH:25]([NH:27][C:16]([C:9]2[S:8][C:7]([C:3]3[CH:2]=[N:1][CH:6]=[CH:5][CH:4]=3)=[N:11][C:10]=2[C:12]([F:13])([F:14])[F:15])=[O:18])[CH2:24]1, predict the reactants needed to synthesize it.